This data is from Reaction yield outcomes from USPTO patents with 853,638 reactions. The task is: Predict the reaction yield, written as a fraction of the theoretical maximum amount of product (1.0 means a 100% yield; for example, 0.34 means a 34% yield). (1) The yield is 0.640. The reactants are [OH:1][C@H:2]1[CH2:6][CH2:5][N:4]([C:7]([O:9][C:10]([CH3:13])([CH3:12])[CH3:11])=[O:8])[CH2:3]1.C(N(CC)CC)C.[CH:21]1[N:25]=[CH:24][N:23]([C:26](N2C=NC=C2)=[O:27])[CH:22]=1. The product is [N:23]1([C:26]([O:1][C@H:2]2[CH2:6][CH2:5][N:4]([C:7]([O:9][C:10]([CH3:13])([CH3:12])[CH3:11])=[O:8])[CH2:3]2)=[O:27])[CH:22]=[CH:21][N:25]=[CH:24]1. The catalyst is C1COCC1.CCOC(C)=O. (2) The reactants are [C:1]([N:5]1[C:13](=[O:14])[NH:12][C:11]2[C:6]1=[N:7][C:8]([C:18]1[CH:23]=[CH:22][CH:21]=[C:20]([OH:24])[CH:19]=1)=[N:9][C:10]=2[C:15]([O-])=[O:16])([CH3:4])([CH3:3])[CH3:2].[NH2:25]C1C(C([O-])=O)=NC(C2C=CC=C(O)C=2)=NC=1NC(C)(C)C.C(N1C=CN=C1)(N1C=CN=C1)=O. No catalyst specified. The product is [C:1]([N:5]1[C:13](=[O:14])[NH:12][C:11]2[C:6]1=[N:7][C:8]([C:18]1[CH:23]=[CH:22][CH:21]=[C:20]([OH:24])[CH:19]=1)=[N:9][C:10]=2[C:15]([NH2:25])=[O:16])([CH3:2])([CH3:3])[CH3:4]. The yield is 0.460. (3) The reactants are [N:1]1([C:7](=[S:9])[NH2:8])[CH2:6][CH2:5][CH2:4][CH2:3][CH2:2]1.Cl[CH:11]([CH3:15])[C:12](=O)[CH3:13].C(=O)([O-])O.[Na+]. The catalyst is CC(O)C. The product is [CH3:15][C:11]1[N:8]=[C:7]([N:1]2[CH2:6][CH2:5][CH2:4][CH2:3][CH2:2]2)[S:9][C:12]=1[CH3:13]. The yield is 0.990. (4) The reactants are [CH3:1][N:2]([CH3:32])[C:3](=O)[C:4]1[CH:9]=[CH:8][CH:7]=[C:6]([CH2:10][N:11]2[C:19]3[C:14](=[CH:15][C:16]([C:20]([OH:29])([C:25]([F:28])([F:27])[F:26])[C:21]([F:24])([F:23])[F:22])=[CH:17][CH:18]=3)[CH:13]=[C:12]2[CH3:30])[CH:5]=1.CSC.B.CO. The catalyst is C1COCC1. The product is [CH3:1][N:2]([CH2:3][C:4]1[CH:5]=[C:6]([CH:7]=[CH:8][CH:9]=1)[CH2:10][N:11]1[C:19]2[C:14](=[CH:15][C:16]([C:20]([OH:29])([C:25]([F:27])([F:28])[F:26])[C:21]([F:23])([F:22])[F:24])=[CH:17][CH:18]=2)[CH:13]=[C:12]1[CH3:30])[CH3:32]. The yield is 0.720.